This data is from Forward reaction prediction with 1.9M reactions from USPTO patents (1976-2016). The task is: Predict the product of the given reaction. Given the reactants [CH2:1]([N:3]1[CH:7]=[C:6]([CH3:8])[CH:5]=[C:4]1[C:9]([O:11]CC)=[O:10])[CH3:2].CO.C1COCC1.[OH-].[Na+], predict the reaction product. The product is: [CH2:1]([N:3]1[CH:7]=[C:6]([CH3:8])[CH:5]=[C:4]1[C:9]([OH:11])=[O:10])[CH3:2].